From a dataset of Full USPTO retrosynthesis dataset with 1.9M reactions from patents (1976-2016). Predict the reactants needed to synthesize the given product. (1) Given the product [Cl:1][C:2]1[C:7]([Cl:8])=[CH:6][C:5]([NH:9][CH2:10][C:11]([N:47]2[CH2:48][CH2:49][NH:44][CH:45]([C:50]#[N:51])[CH2:46]2)=[O:13])=[C:4]([O:14][CH3:15])[CH:3]=1, predict the reactants needed to synthesize it. The reactants are: [Cl:1][C:2]1[C:7]([Cl:8])=[CH:6][C:5]([NH:9][CH2:10][C:11]([OH:13])=O)=[C:4]([O:14][CH3:15])[CH:3]=1.CCN=C=NCCCN(C)C.C1C=CC2N(O)N=NC=2C=1.CCN(CC)CC.[NH:44]1[CH2:49][CH2:48][NH:47][CH2:46][CH:45]1[C:50]#[N:51]. (2) Given the product [Cl:11][C:12]1[CH:13]=[C:14]([CH:27]=[CH:28][C:29]=1[F:30])[NH:15][C:16]1[C:25]2[C:20](=[CH:21][CH:22]=[CH:23][C:24]=2[O:3][CH:4]2[CH2:9][CH2:8][S:7][CH2:6][CH2:5]2)[N:19]=[CH:18][N:17]=1, predict the reactants needed to synthesize it. The reactants are: [H-].[Na+].[OH:3][CH:4]1[CH2:9][CH2:8][S:7][CH2:6][CH2:5]1.Cl.[Cl:11][C:12]1[CH:13]=[C:14]([CH:27]=[CH:28][C:29]=1[F:30])[NH:15][C:16]1[C:25]2[C:20](=[CH:21][CH:22]=[CH:23][C:24]=2F)[N:19]=[CH:18][N:17]=1. (3) Given the product [CH3:28][Si:29]([CH3:32])([CH3:31])[O:21][C@H:5]1[CH2:4][CH2:3][C@@:2]2([CH3:1])[C@@H:7]([CH2:8][CH2:9][C@@H:10]3[C@@H:11]2[CH2:12][CH2:13][C@@:14]2([CH3:20])[C@H:15]3[CH2:16][CH2:17][C:18]2=[O:19])[CH2:6]1, predict the reactants needed to synthesize it. The reactants are: [CH3:1][C@@:2]12[C@H:11]3[CH2:12][CH2:13][C@:14]4([CH3:20])[C:18](=[O:19])[CH2:17][CH2:16][C@H:15]4[C@@H:10]3[CH2:9][CH2:8][C@H:7]1[CH2:6][C@@H:5]([OH:21])[CH2:4][CH2:3]2.N1C=CC=CC=1.[CH3:28][Si:29]([CH3:32])([CH3:31])Cl.C(=O)(O)[O-].[Na+]. (4) Given the product [F:1][C:2]([F:7])([F:6])[C:3]([OH:5])=[O:4].[F:8][C:9]([F:14])([F:13])[C:10]([OH:12])=[O:11].[Cl:15][C:16]1[CH:17]=[N:18][C:19]2[NH:20][C:21]3[CH:22]=[N:23][CH:24]=[C:25]([CH:47]=3)[CH2:26][CH2:27][C:28]3[CH:36]=[C:32]([NH:33][C:34]=1[N:35]=2)[CH:31]=[CH:30][C:29]=3[NH:37][C:38](=[O:46])[CH2:39][CH:40]1[CH2:45][CH2:44][N:43]([C:54]([C:50]2[C:49]([CH3:48])=[N:53][O:52][N:51]=2)=[O:55])[CH2:42][CH2:41]1, predict the reactants needed to synthesize it. The reactants are: [F:1][C:2]([F:7])([F:6])[C:3]([OH:5])=[O:4].[F:8][C:9]([F:14])([F:13])[C:10]([OH:12])=[O:11].[Cl:15][C:16]1[CH:17]=[N:18][C:19]2[NH:20][C:21]3[CH:22]=[N:23][CH:24]=[C:25]([CH:47]=3)[CH2:26][CH2:27][C:28]3[CH:36]=[C:32]([NH:33][C:34]=1[N:35]=2)[CH:31]=[CH:30][C:29]=3[NH:37][C:38](=[O:46])[CH2:39][CH:40]1[CH2:45][CH2:44][NH:43][CH2:42][CH2:41]1.[CH3:48][C:49]1[C:50]([C:54](O)=[O:55])=[N:51][O:52][N:53]=1. (5) Given the product [ClH:12].[NH2:29][CH2:30][CH2:31][CH2:32][CH2:33][CH2:34][C:35]([O:37][CH2:38][CH3:39])=[O:36].[N+:25]([C:16]1[CH:17]=[N:18][C:19]2[C:24]([C:15]=1[NH:29][CH2:30][CH2:31][CH2:32][CH2:33][CH2:34][C:35]([O:37][CH2:38][CH3:39])=[O:36])=[CH:23][CH:22]=[CH:21][CH:20]=2)([O-:27])=[O:26], predict the reactants needed to synthesize it. The reactants are: NCCCCCC(O)=O.S(Cl)([Cl:12])=O.Cl[C:15]1[C:24]2[C:19](=[CH:20][CH:21]=[CH:22][CH:23]=2)[N:18]=[CH:17][C:16]=1[N+:25]([O-:27])=[O:26].Cl.[NH2:29][CH2:30][CH2:31][CH2:32][CH2:33][CH2:34][C:35]([O:37][CH2:38][CH3:39])=[O:36].C(N(CC)CC)C.